From a dataset of Reaction yield outcomes from USPTO patents with 853,638 reactions. Predict the reaction yield, written as a fraction of the theoretical maximum amount of product (1.0 means a 100% yield; for example, 0.34 means a 34% yield). (1) The reactants are F[C:2]1[CH:7]=[C:6](F)[C:5]([N+:9]([O-:11])=[O:10])=[CH:4][C:3]=1[N+:12]([O-:14])=[O:13].[CH3:15][O-:16].[Na+].[Na].Cl.[CH3:20][OH:21]. The catalyst is C(Cl)(Cl)Cl.O. The product is [CH3:15][O:16][C:2]1[CH:7]=[C:6]([O:21][CH3:20])[C:5]([N+:9]([O-:11])=[O:10])=[CH:4][C:3]=1[N+:12]([O-:14])=[O:13]. The yield is 0.880. (2) The reactants are [CH2:1]([N:3]([CH2:20][CH3:21])[CH2:4][CH2:5][N:6]1[CH2:12][CH2:11][CH2:10][C:9]2[NH:13][C:14]([CH:17]=O)=[C:15]([CH3:16])[C:8]=2[C:7]1=[O:19])[CH3:2].[O:22]=[C:23]1[CH2:31][C:30]2[C:25](=[CH:26][CH:27]=[C:28]([NH:32][C:33](=[O:35])[CH3:34])[CH:29]=2)[NH:24]1. No catalyst specified. The product is [CH2:1]([N:3]([CH2:20][CH3:21])[CH2:4][CH2:5][N:6]1[CH2:12][CH2:11][CH2:10][C:9]2[NH:13][C:14](/[CH:17]=[C:31]3\[C:23](=[O:22])[NH:24][C:25]4[C:30]\3=[CH:29][C:28]([NH:32][C:33](=[O:35])[CH3:34])=[CH:27][CH:26]=4)=[C:15]([CH3:16])[C:8]=2[C:7]1=[O:19])[CH3:2]. The yield is 0.189. (3) The reactants are [H-].[Na+].[C:3]([N:10]1[CH2:15][CH2:14][CH:13]([OH:16])[CH2:12][CH2:11]1)([O:5][C:6]([CH3:9])([CH3:8])[CH3:7])=[O:4].[Br:17][C:18]1[CH:19]=[C:20]([Cl:25])[C:21](Cl)=[N:22][CH:23]=1. The catalyst is CN(C)C=O. The product is [Br:17][C:18]1[CH:19]=[C:20]([Cl:25])[C:21]([O:16][CH:13]2[CH2:14][CH2:15][N:10]([C:3]([O:5][C:6]([CH3:9])([CH3:8])[CH3:7])=[O:4])[CH2:11][CH2:12]2)=[N:22][CH:23]=1. The yield is 1.00. (4) The reactants are [CH:1]([C:4]1[C:8]([CH2:9][CH2:10][CH2:11][O:12][C:13]2[C:18]([O:19][CH3:20])=[CH:17][CH:16]=[CH:15][C:14]=2[CH2:21][C:22]([O:24]C)=[O:23])=[CH:7][N:6]([C:26]2[CH:31]=[CH:30][CH:29]=[C:28]([C:32]([F:35])([F:34])[F:33])[N:27]=2)[N:5]=1)([CH3:3])[CH3:2].[OH-].[Na+].O1CCCC1.Cl. The catalyst is CO. The product is [CH:1]([C:4]1[C:8]([CH2:9][CH2:10][CH2:11][O:12][C:13]2[C:18]([O:19][CH3:20])=[CH:17][CH:16]=[CH:15][C:14]=2[CH2:21][C:22]([OH:24])=[O:23])=[CH:7][N:6]([C:26]2[CH:31]=[CH:30][CH:29]=[C:28]([C:32]([F:33])([F:35])[F:34])[N:27]=2)[N:5]=1)([CH3:3])[CH3:2]. The yield is 0.830.